This data is from Peptide-MHC class I binding affinity with 185,985 pairs from IEDB/IMGT. The task is: Regression. Given a peptide amino acid sequence and an MHC pseudo amino acid sequence, predict their binding affinity value. This is MHC class I binding data. The peptide sequence is SFEPIPIHY. The MHC is HLA-B54:01 with pseudo-sequence HLA-B54:01. The binding affinity (normalized) is 0.0601.